From a dataset of Forward reaction prediction with 1.9M reactions from USPTO patents (1976-2016). Predict the product of the given reaction. (1) The product is: [CH3:30][C:31]1[CH:36]=[CH:35][C:34]([C:2]2[C:3]([C:22]3[CH:23]=[CH:24][C:25]([C:28]#[N:29])=[CH:26][CH:27]=3)=[N:4][C:5]([NH:8][CH:9]3[CH2:14][CH2:13][CH2:12][NH:11][CH2:10]3)=[N:6][CH:7]=2)=[CH:33][CH:32]=1. Given the reactants Cl[C:2]1[C:3]([C:22]2[CH:27]=[CH:26][C:25]([C:28]#[N:29])=[CH:24][CH:23]=2)=[N:4][C:5]([NH:8][CH:9]2[CH2:14][CH2:13][CH2:12][N:11](C(OC(C)(C)C)=O)[CH2:10]2)=[N:6][CH:7]=1.[CH3:30][C:31]1[CH:36]=[CH:35][C:34](B(O)O)=[CH:33][CH:32]=1, predict the reaction product. (2) Given the reactants [NH2:1][C:2]1[NH:7][C:6](=O)[CH:5]=[C:4]([CH:9]2[CH2:13][CH2:12][O:11][CH2:10]2)[N:3]=1.CN(C)C1C=CC=CC=1.P(Cl)(Cl)([Cl:25])=O, predict the reaction product. The product is: [Cl:25][C:6]1[CH:5]=[C:4]([CH:9]2[CH2:13][CH2:12][O:11][CH2:10]2)[N:3]=[C:2]([NH2:1])[N:7]=1. (3) Given the reactants [Br:1][C:2]1[CH:7]=[CH:6][C:5]([C:8]([F:11])([F:10])[F:9])=[CH:4][C:3]=1I.CC1(C)C(C)(C)OB([C:21]2[CH2:26][CH2:25][N:24]([C:27]([O:29][C:30]([CH3:33])([CH3:32])[CH3:31])=[O:28])[CH2:23][CH:22]=2)O1.C(=O)([O-])[O-].[K+].[K+], predict the reaction product. The product is: [Br:1][C:2]1[CH:7]=[CH:6][C:5]([C:8]([F:11])([F:10])[F:9])=[CH:4][C:3]=1[C:21]1[CH2:26][CH2:25][N:24]([C:27]([O:29][C:30]([CH3:33])([CH3:32])[CH3:31])=[O:28])[CH2:23][CH:22]=1.